Dataset: Full USPTO retrosynthesis dataset with 1.9M reactions from patents (1976-2016). Task: Predict the reactants needed to synthesize the given product. (1) Given the product [F:35][C:2]1([F:1])[CH2:4][CH:3]1[CH2:5][CH2:6][O:7][C:8]1[CH:9]=[CH:10][C:11]([C:14]2[O:15][C:16]3[CH:21]=[C:20]([O:22][CH2:23][C@@H:24]([NH:26][C:27](=[O:28])[CH3:37])[CH3:25])[N:19]=[CH:18][C:17]=3[N:34]=2)=[CH:12][CH:13]=1, predict the reactants needed to synthesize it. The reactants are: [F:1][C:2]1([F:35])[CH2:4][CH:3]1[CH2:5][CH2:6][O:7][C:8]1[CH:13]=[CH:12][C:11]([C:14]2[O:15][C:16]3[CH:21]=[C:20]([O:22][CH2:23][C@@H:24]([NH:26][C:27](=O)[O:28]C(C)(C)C)[CH3:25])[N:19]=[CH:18][C:17]=3[N:34]=2)=[CH:10][CH:9]=1.Cl.[C:37](OCC)(=O)C. (2) Given the product [CH2:13]([NH:14][C:4](=[O:6])[CH2:3][C:2](=[O:5])[CH3:1])[C:7]1[CH:12]=[CH:11][CH:10]=[CH:9][CH:8]=1, predict the reactants needed to synthesize it. The reactants are: [CH2:1]=[C:2]1[O:5][C:4](=[O:6])[CH2:3]1.[C:7]1([CH2:13][NH2:14])[CH:12]=[CH:11][CH:10]=[CH:9][CH:8]=1.